Dataset: Catalyst prediction with 721,799 reactions and 888 catalyst types from USPTO. Task: Predict which catalyst facilitates the given reaction. (1) Reactant: [NH2:1][C:2]1[N:6]([CH3:7])[NH:5][C:4](=[O:8])[C:3]=1[C:9]1[CH:14]=[CH:13][CH:12]=[CH:11][CH:10]=1.[C:15]([O-])([O-])=O.[K+].[K+].IC. Product: [CH3:15][O:8][C:4]1[C:3]([C:9]2[CH:10]=[CH:11][CH:12]=[CH:13][CH:14]=2)=[C:2]([NH2:1])[N:6]([CH3:7])[N:5]=1. The catalyst class is: 3. (2) Reactant: [CH3:1][C:2]1[N:3]([C:12]2[CH:17]=[CH:16][CH:15]=[CH:14][C:13]=2[CH3:18])[C:4]([C:7]([O:9]CC)=O)=[N:5][N:6]=1.[CH2:19]([Mg]Cl)[C:20]1[CH:25]=[CH:24][CH:23]=[CH:22][CH:21]=1.[Cl-].N. Product: [CH3:1][C:2]1[N:3]([C:12]2[CH:17]=[CH:16][CH:15]=[CH:14][C:13]=2[CH3:18])[C:4]([C:7](=[O:9])[CH2:19][C:20]2[CH:25]=[CH:24][CH:23]=[CH:22][CH:21]=2)=[N:5][N:6]=1. The catalyst class is: 11. (3) Reactant: [CH3:1][CH:2]([C:4]1[N:8]=[C:7]([N:9]2[CH2:14][CH2:13][CH:12]([CH:15]([O:17][C:18]3[CH:23]=[N:22][C:21]([C:24]4[CH:29]=[CH:28][C:27]([S:30]([CH3:33])(=[O:32])=[O:31])=[CH:26][CH:25]=4)=[CH:20][N:19]=3)[CH3:16])[CH2:11][CH2:10]2)[O:6][N:5]=1)[CH3:3].C(=O)=O. Product: [CH3:3][CH:2]([C:4]1[N:8]=[C:7]([N:9]2[CH2:10][CH2:11][CH:12]([C@@H:15]([O:17][C:18]3[CH:23]=[N:22][C:21]([C:24]4[CH:25]=[CH:26][C:27]([S:30]([CH3:33])(=[O:32])=[O:31])=[CH:28][CH:29]=4)=[CH:20][N:19]=3)[CH3:16])[CH2:13][CH2:14]2)[O:6][N:5]=1)[CH3:1]. The catalyst class is: 5. (4) Reactant: [CH3:1][N:2]1[C:10]2[C:5](=[CH:6][CH:7]=[CH:8][CH:9]=2)[C:4]([C:11]([NH:13][CH2:14][C:15]([C:17]2[CH:26]=[CH:25][C:24]3[C:19](=[CH:20][CH:21]=[C:22]([O:27][CH3:28])[CH:23]=3)[CH:18]=2)=O)=[O:12])=[CH:3]1. Product: [CH3:28][O:27][C:22]1[CH:23]=[C:24]2[C:19](=[CH:20][CH:21]=1)[CH:18]=[C:17]([C:15]1[O:12][C:11]([C:4]3[C:5]4[C:10](=[CH:9][CH:8]=[CH:7][CH:6]=4)[N:2]([CH3:1])[CH:3]=3)=[N:13][CH:14]=1)[CH:26]=[CH:25]2. The catalyst class is: 265.